Dataset: Full USPTO retrosynthesis dataset with 1.9M reactions from patents (1976-2016). Task: Predict the reactants needed to synthesize the given product. (1) Given the product [CH2:14]([O:13][C:11](=[O:12])[CH2:16][C:3]1[C:4]2[CH:5]=[CH:6][CH:7]=[CH:8][C:9]=2[O:1][CH:2]=1)[CH3:15], predict the reactants needed to synthesize it. The reactants are: [O:1]1[C:9]2[C:4](=[CH:5][CH:6]=[CH:7][CH:8]=2)[C:3](=O)[CH2:2]1.[C:11]([CH:16]=P(C1C=CC=CC=1)(C1C=CC=CC=1)C1C=CC=CC=1)([O:13][CH2:14][CH3:15])=[O:12]. (2) Given the product [NH2:23][C:8]1[C:7]2[N:16]=[C:4]([CH2:1][CH2:2][CH3:3])[N:5]([CH2:17][CH2:18][CH2:19][CH2:20][OH:21])[C:6]=2[C:15]2[CH:14]=[CH:13][CH:12]=[CH:11][C:10]=2[N:9]=1, predict the reactants needed to synthesize it. The reactants are: [CH2:1]([C:4]1[N:5]([CH2:17][CH2:18][CH2:19][CH2:20][OH:21])[C:6]2[C:15]3[CH:14]=[CH:13][CH:12]=[CH:11][C:10]=3[N:9]=[CH:8][C:7]=2[N:16]=1)[CH2:2][CH3:3].[OH-].[NH4+:23].C1(C)C(S(Cl)(=O)=O)=CC=CC=1. (3) Given the product [F:44][CH:42]([F:43])[N:34]1[N:33]=[CH:32][C:31]2[NH:30][C:29](=[O:45])[C@H:28]([CH3:46])[CH2:27][CH2:26][CH2:25][C@H:24]([N:17]3[C:16](=[O:20])[CH:15]=[C:14]([C:9]4[CH:10]=[CH:11][CH:12]=[CH:13][C:8]=4[N:6]4[CH:7]=[C:3]([C:2]([F:1])([F:21])[F:22])[N:4]=[N:5]4)[N:19]=[CH:18]3)[C:40]3[CH:41]=[C:36]([CH:37]=[CH:38][N:39]=3)[C:35]1=2, predict the reactants needed to synthesize it. The reactants are: [F:1][C:2]([F:22])([F:21])[C:3]1[N:4]=[N:5][N:6]([C:8]2[CH:13]=[CH:12][CH:11]=[CH:10][C:9]=2[C:14]2[N:19]=[CH:18][N:17]=[C:16]([OH:20])[CH:15]=2)[CH:7]=1.N[C@@H:24]1[C:40]2[CH:41]=[C:36]([CH:37]=[CH:38][N:39]=2)[C:35]2[N:34]([CH:42]([F:44])[F:43])[N:33]=[CH:32][C:31]=2[NH:30][C:29](=[O:45])[C@H:28]([CH3:46])[CH2:27][CH2:26][CH2:25]1.CN(C(ON1N=NC2C=CC=NC1=2)=[N+](C)C)C.F[P-](F)(F)(F)(F)F.C1CCN2C(=NCCC2)CC1. (4) Given the product [CH3:3][C:4]([CH3:26])=[CH:5][CH2:6][O:7][C:8]1[CH:9]=[CH:10][C:11]2[C:12](=[O:25])[C:13]3[C:18]([O:19][C:20]=2[C:21]=1[C:22](=[O:24])[CH:23]=[CH:32][C:31]1[CH:34]=[C:35]([O:39][CH3:40])[C:36]([O:37][CH3:38])=[C:29]([O:28][CH3:27])[CH:30]=1)=[CH:17][CH:16]=[CH:15][CH:14]=3, predict the reactants needed to synthesize it. The reactants are: [OH-].[K+].[CH3:3][C:4]([CH3:26])=[CH:5][CH2:6][O:7][C:8]1[CH:9]=[CH:10][C:11]2[C:12](=[O:25])[C:13]3[C:18]([O:19][C:20]=2[C:21]=1[C:22](=[O:24])[CH3:23])=[CH:17][CH:16]=[CH:15][CH:14]=3.[CH3:27][O:28][C:29]1[CH:30]=[C:31]([CH:34]=[C:35]([O:39][CH3:40])[C:36]=1[O:37][CH3:38])[CH:32]=O.